Predict the product of the given reaction. From a dataset of Forward reaction prediction with 1.9M reactions from USPTO patents (1976-2016). Given the reactants [F-].[Cs+].[CH:3](=[C:10]1/[CH2:11][C@:12]2([CH2:36][CH3:37])[C:18]3=[CH:19][C:20]4[CH:21]=[N:22][N:23]([C:26]5[CH:31]=[CH:30][C:29]([F:32])=[CH:28][CH:27]=5)[C:24]=4[CH:25]=[C:17]3[CH2:16][CH2:15][CH2:14][C@H:13]2[CH2:33][C:34]/1=[O:35])/[C:4]1[CH:9]=[CH:8][CH:7]=[CH:6][CH:5]=1.[CH:38](=[C:45]1/[CH2:46][C@@:47]2([CH2:71][CH3:72])[C:53]3=[CH:54][C:55]4[CH:56]=[N:57][N:58]([C:61]5[CH:66]=[CH:65][C:64]([F:67])=[CH:63][CH:62]=5)[C:59]=4[CH:60]=[C:52]3[CH2:51][CH2:50][CH2:49][C@@H:48]2[CH2:68][C:69]/1=[O:70])/[C:39]1[CH:44]=[CH:43][CH:42]=[CH:41][CH:40]=1.[F:73][C:74]([Si](C)(C)C)([F:76])[F:75].CCCC[N+](CCCC)(CCCC)CCCC.[F-], predict the reaction product. The product is: [CH:3](=[C:10]1/[CH2:11][C@@:12]2([CH2:36][CH3:37])[C:18]3=[CH:19][C:20]4[CH:21]=[N:22][N:23]([C:26]5[CH:27]=[CH:28][C:29]([F:32])=[CH:30][CH:31]=5)[C:24]=4[CH:25]=[C:17]3[CH2:16][CH2:15][CH2:14][C@@H:13]2[CH2:33][C@:34]/1([C:74]([F:76])([F:75])[F:73])[OH:35])/[C:4]1[CH:5]=[CH:6][CH:7]=[CH:8][CH:9]=1.[CH:38](=[C:45]1/[CH2:46][C@:47]2([CH2:71][CH3:72])[C:53]3=[CH:54][C:55]4[CH:56]=[N:57][N:58]([C:61]5[CH:62]=[CH:63][C:64]([F:67])=[CH:65][CH:66]=5)[C:59]=4[CH:60]=[C:52]3[CH2:51][CH2:50][CH2:49][C@H:48]2[CH2:68][C@@:69]/1([C:74]([F:76])([F:75])[F:73])[OH:70])/[C:39]1[CH:40]=[CH:41][CH:42]=[CH:43][CH:44]=1.